Dataset: Forward reaction prediction with 1.9M reactions from USPTO patents (1976-2016). Task: Predict the product of the given reaction. (1) Given the reactants [CH3:1][O:2][C:3]1[CH:12]=[C:11]2[C:6]([N:7]=[C:8]([CH3:14])[C:9](=[O:13])[NH:10]2)=[CH:5][CH:4]=1.[H-].[Na+].CS(O[CH2:22][CH2:23][N:24]1[CH2:29][CH2:28][CH:27]([NH:30][C:31]([O:33][C:34]([CH3:37])([CH3:36])[CH3:35])=[O:32])[CH2:26][CH2:25]1)(=O)=O.COC1C=C2C(C=CC(=O)N2CCN2CCC(NC(=O)OC(C)(C)C)CC2)=CC=1, predict the reaction product. The product is: [CH3:1][O:2][C:3]1[CH:12]=[C:11]2[C:6]([N:7]=[C:8]([CH3:14])[C:9](=[O:13])[N:10]2[CH2:22][CH2:23][N:24]2[CH2:29][CH2:28][CH:27]([NH:30][C:31](=[O:32])[O:33][C:34]([CH3:37])([CH3:36])[CH3:35])[CH2:26][CH2:25]2)=[CH:5][CH:4]=1. (2) Given the reactants [Br:1][C:2]1[CH:7]=[CH:6][C:5]([CH:8]([C:19]2[CH:24]=[CH:23][C:22]([Cl:25])=[CH:21][C:20]=2[CH3:26])[CH2:9][C:10]([C:12]2[CH:13]=[CH:14][C:15](=[O:18])[NH:16][CH:17]=2)=[O:11])=[CH:4][CH:3]=1.IC.[C:29](=O)([O-])[O-].[K+].[K+], predict the reaction product. The product is: [Br:1][C:2]1[CH:7]=[CH:6][C:5]([CH:8]([C:19]2[CH:24]=[CH:23][C:22]([Cl:25])=[CH:21][C:20]=2[CH3:26])[CH2:9][C:10]([C:12]2[CH:13]=[CH:14][C:15](=[O:18])[N:16]([CH3:29])[CH:17]=2)=[O:11])=[CH:4][CH:3]=1. (3) Given the reactants [OH:1][C@@H:2]1[CH2:6][N:5]([C:7]([O:9][C:10]([CH3:13])([CH3:12])[CH3:11])=[O:8])[C@H:4]([C:14]([O:16][CH2:17][CH2:18][Si:19]([CH3:22])([CH3:21])[CH3:20])=[O:15])[CH2:3]1.[C:23]1([C:29]2[NH:30][C:31]3[C:36]([C:37](=O)[CH:38]=2)=[CH:35][C:34]([CH:40]=[CH2:41])=[CH:33][CH:32]=3)[CH:28]=[CH:27][CH:26]=[CH:25][CH:24]=1.C1C=CC(P(C2C=CC=CC=2)C2C=CC=CC=2)=CC=1.CCOC(/N=N/C(OCC)=O)=O, predict the reaction product. The product is: [C:23]1([C:29]2[CH:38]=[C:37]([O:1][C@H:2]3[CH2:6][N:5]([C:7]([O:9][C:10]([CH3:12])([CH3:13])[CH3:11])=[O:8])[C@H:4]([C:14]([O:16][CH2:17][CH2:18][Si:19]([CH3:22])([CH3:21])[CH3:20])=[O:15])[CH2:3]3)[C:36]3[C:31](=[CH:32][CH:33]=[C:34]([CH:40]=[CH2:41])[CH:35]=3)[N:30]=2)[CH:28]=[CH:27][CH:26]=[CH:25][CH:24]=1. (4) Given the reactants [Cl:1][C:2]1[CH:7]=[CH:6][C:5]([S:8][C:9]2[C:10]([C:16]3[CH:21]=[CH:20][C:19]([CH:22]4[NH:26][C:25](=[O:27])[CH2:24][CH2:23]4)=[CH:18][CH:17]=3)=[N:11][N:12]([CH2:14][CH3:15])[CH:13]=2)=[CH:4][CH:3]=1.[H-].[Na+].I[CH2:31][CH3:32], predict the reaction product. The product is: [Cl:1][C:2]1[CH:7]=[CH:6][C:5]([S:8][C:9]2[C:10]([C:16]3[CH:21]=[CH:20][C:19]([CH:22]4[N:26]([CH2:31][CH3:32])[C:25](=[O:27])[CH2:24][CH2:23]4)=[CH:18][CH:17]=3)=[N:11][N:12]([CH2:14][CH3:15])[CH:13]=2)=[CH:4][CH:3]=1. (5) The product is: [CH3:1][C:2]([CH3:27])([CH3:26])[C:3]([O:5][CH2:6][N:7]1[C:15]2[N:14]=[C:13]([Cl:28])[N:12]([C:16]3[CH:21]=[CH:20][CH:19]=[CH:18][C:17]=3[Cl:22])[C:11]=2[C:10](=[O:23])[N:9]([CH3:24])[C:8]1=[O:25])=[O:4]. Given the reactants [CH3:1][C:2]([CH3:27])([CH3:26])[C:3]([O:5][CH2:6][N:7]1[C:15]2[N:14]=[CH:13][N:12]([C:16]3[CH:21]=[CH:20][CH:19]=[CH:18][C:17]=3[Cl:22])[C:11]=2[C:10](=[O:23])[N:9]([CH3:24])[C:8]1=[O:25])=[O:4].[Cl:28]N1C(=O)CCC1=O, predict the reaction product. (6) Given the reactants Br[C:2]1[CH:15]=[N:14][C:5]2[NH:6][C:7]3[CH2:8][CH2:9][CH2:10][C:11](=[O:13])[C:12]=3[C:4]=2[CH:3]=1.[N:16]1[CH:21]=[CH:20][CH:19]=[C:18](B(O)O)[CH:17]=1.C(=O)([O-])[O-].[Na+].[Na+].Cl, predict the reaction product. The product is: [N:16]1[CH:21]=[CH:20][CH:19]=[C:18]([C:2]2[CH:15]=[N:14][C:5]3[NH:6][C:7]4[CH2:8][CH2:9][CH2:10][C:11](=[O:13])[C:12]=4[C:4]=3[CH:3]=2)[CH:17]=1. (7) The product is: [NH2:3][C:6]1[CH:18]=[C:17]([O:19][C:20]2[CH:25]=[CH:24][CH:23]=[CH:22][CH:21]=2)[CH:16]=[CH:15][C:7]=1[C:8]([O:10][C:11]([CH3:12])([CH3:13])[CH3:14])=[O:9]. Given the reactants CO.[N+:3]([C:6]1[CH:18]=[C:17]([O:19][C:20]2[CH:25]=[CH:24][CH:23]=[CH:22][CH:21]=2)[CH:16]=[CH:15][C:7]=1[C:8]([O:10][C:11]([CH3:14])([CH3:13])[CH3:12])=[O:9])([O-])=O, predict the reaction product.